This data is from Forward reaction prediction with 1.9M reactions from USPTO patents (1976-2016). The task is: Predict the product of the given reaction. (1) The product is: [S:14]1[C:15]2[CH:21]=[CH:20][CH:19]=[CH:18][C:16]=2[N:17]=[C:13]1[S:10]([NH:9][CH2:8][CH2:7][N:6]([C:25]([O:27][C:28]([CH3:31])([CH3:30])[CH3:29])=[O:26])[CH2:5][C:4]([OH:3])=[O:22])(=[O:11])=[O:12]. Given the reactants C([O:3][C:4](=[O:22])[CH2:5][NH:6][CH2:7][CH2:8][NH:9][S:10]([C:13]1[S:14][C:15]2[CH:21]=[CH:20][CH:19]=[CH:18][C:16]=2[N:17]=1)(=[O:12])=[O:11])C.[Li+].[OH-].[C:25](O[C:25]([O:27][C:28]([CH3:31])([CH3:30])[CH3:29])=[O:26])([O:27][C:28]([CH3:31])([CH3:30])[CH3:29])=[O:26], predict the reaction product. (2) Given the reactants [OH:1][C@:2]1([CH2:9][NH:10][C:11]([C:13]2[C:14]3[CH:15]=[CH:16][C:17](Cl)=[N:18][C:19]=3[CH:20]=[CH:21][C:22]=2[Cl:23])=[O:12])[CH2:7][CH2:6][CH2:5][C@@H:4]([CH3:8])[CH2:3]1.CCN(C(C)C)C(C)C.[F:34][C:35]1([F:40])[CH2:39][CH2:38][NH:37][CH2:36]1, predict the reaction product. The product is: [OH:1][C@:2]1([CH2:9][NH:10][C:11]([C:13]2[C:14]3[CH:15]=[CH:16][C:17]([N:37]4[CH2:38][CH2:39][C:35]([F:40])([F:34])[CH2:36]4)=[N:18][C:19]=3[CH:20]=[CH:21][C:22]=2[Cl:23])=[O:12])[CH2:7][CH2:6][CH2:5][C@@H:4]([CH3:8])[CH2:3]1. (3) Given the reactants [CH:1]12[CH2:10][CH:5]3[CH2:6][CH:7]([CH2:9][CH:3]([CH2:4]3)[CH:2]1[NH:11][C:12]([C:14]1[CH:15]=[N:16][N:17]([C:20]3[CH:25]=[CH:24][CH:23]=[CH:22][CH:21]=3)[C:18]=1Cl)=[O:13])[CH2:8]2.[NH:26]1[CH2:31][CH2:30][CH2:29][CH:28]([CH2:32][OH:33])[CH2:27]1, predict the reaction product. The product is: [CH:1]12[CH2:10][CH:5]3[CH2:6][CH:7]([CH2:9][CH:3]([CH2:4]3)[CH:2]1[NH:11][C:12]([C:14]1[CH:15]=[N:16][N:17]([C:20]3[CH:25]=[CH:24][CH:23]=[CH:22][CH:21]=3)[C:18]=1[N:26]1[CH2:31][CH2:30][CH2:29][CH:28]([CH2:32][OH:33])[CH2:27]1)=[O:13])[CH2:8]2. (4) Given the reactants [Cl:1][C:2]1[CH:21]=[CH:20][C:5]([CH2:6][N:7]2[C:15]3[C:10](=[CH:11][CH:12]=[CH:13][CH:14]=3)[C:9]([C:16]([OH:19])([CH3:18])[CH3:17])=[N:8]2)=[C:4](C)[CH:3]=1.[Cl:23]C1C=C(Cl)C=CC=1CN1C2C(=CC=CC=2)C(C(OCC)=O)=N1, predict the reaction product. The product is: [Cl:23][C:4]1[CH:3]=[C:2]([Cl:1])[CH:21]=[CH:20][C:5]=1[CH2:6][N:7]1[C:15]2[C:10](=[CH:11][CH:12]=[CH:13][CH:14]=2)[C:9]([C:16]([OH:19])([CH3:18])[CH3:17])=[N:8]1. (5) Given the reactants Br[C:2]1[CH:11]=[CH:10][C:9]2[C:4](=[CH:5][CH:6]=[CH:7][CH:8]=2)[CH:3]=1.[Li]CCCC.[CH:17]1[C:30]2[C:29](=O)[C:28]3[C:23](=[CH:24][CH:25]=[CH:26][CH:27]=3)[CH2:22][C:21]=2[CH:20]=[CH:19][CH:18]=1.Cl, predict the reaction product. The product is: [CH:3]1[C:4]2[C:9](=[CH:8][CH:7]=[CH:6][CH:5]=2)[CH:10]=[CH:11][C:2]=1[C:22]1[C:23]2[C:28]([CH:29]=[C:30]3[C:21]=1[CH:20]=[CH:19][CH:18]=[CH:17]3)=[CH:27][CH:26]=[CH:25][CH:24]=2.